Dataset: Full USPTO retrosynthesis dataset with 1.9M reactions from patents (1976-2016). Task: Predict the reactants needed to synthesize the given product. (1) Given the product [Br:17][C:3]1[CH:4]=[C:5]2[C:10]([CH:11]([CH2:14][CH3:15])[CH2:12][CH3:13])=[N:9][N:8]([CH3:16])[C:6]2=[N:7][C:2]=1[Cl:1], predict the reactants needed to synthesize it. The reactants are: [Cl:1][C:2]1[N:7]=[C:6]2[N:8]([CH3:16])[N:9]=[C:10]([CH:11]([CH2:14][CH3:15])[CH2:12][CH3:13])[C:5]2=[CH:4][CH:3]=1.[Br:17]Br.C(=O)([O-])[O-].[Na+].[Na+].S([O-])([O-])=O.[Na+].[Na+]. (2) Given the product [NH2:8][C:9]1[N:17]=[CH:16][N:15]=[C:14]2[C:10]=1[N:11]([C:34]1[N:39]=[CH:38][C:37]([O:40][C:41]3[CH:42]=[CH:43][CH:44]=[CH:45][CH:46]=3)=[CH:36][N:35]=1)[C:12](=[O:33])[N:13]2[C:18]1[CH:19]=[C:20]([N:24]([CH3:32])[C:25](=[O:31])[O:26][C:27]([CH3:29])([CH3:30])[CH3:28])[CH:21]=[CH:22][CH:23]=1, predict the reactants needed to synthesize it. The reactants are: C([N:8](CC1C=CC=CC=1)[C:9]1[N:17]=[CH:16][N:15]=[C:14]2[C:10]=1[N:11]([C:34]1[N:39]=[CH:38][C:37]([O:40][C:41]3[CH:46]=[CH:45][CH:44]=[CH:43][CH:42]=3)=[CH:36][N:35]=1)[C:12](=[O:33])[N:13]2[C:18]1[CH:19]=[C:20]([N:24]([CH3:32])[C:25](=[O:31])[O:26][C:27]([CH3:30])([CH3:29])[CH3:28])[CH:21]=[CH:22][CH:23]=1)C1C=CC=CC=1.O=[N+]([O-])[O-].[O-][N+](=O)[O-].[O-][N+](=O)[O-].[O-][N+](=O)[O-].[O-][N+](=O)[O-].[O-][N+](=O)[O-].[Ce+4].[NH4+].[NH4+].